The task is: Predict which catalyst facilitates the given reaction.. This data is from Catalyst prediction with 721,799 reactions and 888 catalyst types from USPTO. (1) Product: [CH2:10]([CH:5]([CH2:6][CH2:7][CH2:8][CH3:9])[CH2:4][O:3][P:1]([O-:21])([O:12][CH2:13][CH:14]([CH2:19][CH3:20])[CH2:15][CH2:16][CH2:17][CH3:18])=[O:2])[CH3:11].[CH3:23][N+:24]1[CH:28]=[CH:27][N:26]([CH2:29][CH2:30][CH2:31][CH2:32][CH2:33][CH2:34][CH2:35][CH2:36][CH2:37][CH3:38])[CH:25]=1. Reactant: [P:1]([O-:21])([O:12][CH2:13][CH:14]([CH2:19][CH3:20])[CH2:15][CH2:16][CH2:17][CH3:18])([O:3][CH2:4][CH:5]([CH2:10][CH3:11])[CH2:6][CH2:7][CH2:8][CH3:9])=[O:2].[Br-].[CH3:23][N+:24]1[CH:28]=[CH:27][N:26]([CH2:29][CH2:30][CH2:31][CH2:32][CH2:33][CH2:34][CH2:35][CH2:36][CH2:37][CH3:38])[CH:25]=1.[OH-].[Na+]. The catalyst class is: 95. (2) Reactant: Cl[C:2]1[N:6]([CH3:7])[C:5]2[C:8]([CH:14]([CH2:17][CH3:18])[CH2:15][CH3:16])=[CH:9][CH:10]=[C:11]([C:12]#[N:13])[C:4]=2[N:3]=1.[Cl:19][C:20]1[CH:26]=[C:25]([CH3:27])[C:23]([NH2:24])=[C:22]([O:28][CH3:29])[CH:21]=1.CN1CCCC1=O. Product: [Cl:19][C:20]1[CH:26]=[C:25]([CH3:27])[C:23]([NH:24][C:2]2[N:6]([CH3:7])[C:5]3[C:8]([CH:14]([CH2:17][CH3:18])[CH2:15][CH3:16])=[CH:9][CH:10]=[C:11]([C:12]#[N:13])[C:4]=3[N:3]=2)=[C:22]([O:28][CH3:29])[CH:21]=1. The catalyst class is: 662. (3) Reactant: C([O:8][C:9]1[CH:13]=[C:12]([C:14]([F:17])([F:16])[F:15])[S:11][C:10]=1[CH2:18][C:19]1[CH:24]=[CH:23][C:22]([O:25][CH3:26])=[CH:21][CH:20]=1)C1C=CC=CC=1.O. Product: [CH3:26][O:25][C:22]1[CH:21]=[CH:20][C:19]([CH2:18][C:10]2[S:11][C:12]([C:14]([F:15])([F:17])[F:16])=[CH:13][C:9]=2[OH:8])=[CH:24][CH:23]=1. The catalyst class is: 4. (4) Reactant: [NH2:1][C:2]1[N:7]=[C:6]([C:8]2[CH:13]=[CH:12][C:11]([OH:14])=[CH:10][CH:9]=2)[C:5]([C:15]2[CH:16]=[CH:17][C:18](=[O:24])[N:19]([CH:21]([CH3:23])[CH3:22])[N:20]=2)=[CH:4][N:3]=1.Cl.[CH3:26][N:27]([CH3:31])[CH2:28][CH2:29]Cl.CC(C)([O-])C.[K+].O. Product: [NH2:1][C:2]1[N:7]=[C:6]([C:8]2[CH:9]=[CH:10][C:11]([O:14][CH2:29][CH2:28][N:27]([CH3:31])[CH3:26])=[CH:12][CH:13]=2)[C:5]([C:15]2[CH:16]=[CH:17][C:18](=[O:24])[N:19]([CH:21]([CH3:22])[CH3:23])[N:20]=2)=[CH:4][N:3]=1. The catalyst class is: 13. (5) Reactant: Br[C:2]1[CH:7]=[CH:6][CH:5]=[C:4]([F:8])[CH:3]=1.[F:9][C:10]1[CH:11]=[C:12]([CH:15]=[CH:16][CH:17]=1)[CH:13]=[O:14].[Li]CCCC. Product: [F:8][C:4]1[CH:3]=[C:2]([CH:13]([C:12]2[CH:15]=[CH:16][CH:17]=[C:10]([F:9])[CH:11]=2)[OH:14])[CH:7]=[CH:6][CH:5]=1. The catalyst class is: 1. (6) Reactant: [C:1]([O:5][C:6]([NH:8][N:9]=[C:10]1[CH2:15][CH2:14][N:13]([C:16]([O:18][CH2:19][C:20]2[CH:25]=[CH:24][CH:23]=[CH:22][CH:21]=2)=[O:17])[CH2:12][CH2:11]1)=[O:7])([CH3:4])([CH3:3])[CH3:2].C([BH3-])#N.[Na+].C1(C)C=CC(S(O)(=O)=O)=CC=1. Product: [C:1]([O:5][C:6]([NH:8][NH:9][CH:10]1[CH2:11][CH2:12][N:13]([C:16]([O:18][CH2:19][C:20]2[CH:25]=[CH:24][CH:23]=[CH:22][CH:21]=2)=[O:17])[CH2:14][CH2:15]1)=[O:7])([CH3:4])([CH3:2])[CH3:3]. The catalyst class is: 7. (7) Reactant: [C:1]([O:5][C:6](=[O:9])[CH:7]=[CH2:8])([CH3:4])([CH3:3])[CH3:2].[C:10]([NH2:14])(=[O:13])[CH:11]=[CH2:12]. Product: [C:1]([O:5][C:6](=[O:9])[CH:7]=[CH2:8])([CH3:4])([CH3:3])[CH3:2].[C:10]([NH2:14])(=[O:13])[CH:11]=[CH2:12]. The catalyst class is: 32.